This data is from Forward reaction prediction with 1.9M reactions from USPTO patents (1976-2016). The task is: Predict the product of the given reaction. Given the reactants [H-].[Na+].[F:3][C:4]1[CH:9]=[CH:8][C:7]([CH2:10][C:11]([O:13][CH2:14][CH3:15])=[O:12])=[CH:6][CH:5]=1.Br[CH2:17][CH2:18][O:19][CH2:20][CH2:21]Br, predict the reaction product. The product is: [F:3][C:4]1[CH:5]=[CH:6][C:7]([C:10]2([C:11]([O:13][CH2:14][CH3:15])=[O:12])[CH2:21][CH2:20][O:19][CH2:18][CH2:17]2)=[CH:8][CH:9]=1.